Dataset: Full USPTO retrosynthesis dataset with 1.9M reactions from patents (1976-2016). Task: Predict the reactants needed to synthesize the given product. (1) Given the product [N+:1]([C:4]1[CH:18]=[CH:17][CH:16]=[CH:15][C:5]=1[NH:6][CH2:7][CH2:8][C:9]1[CH:14]=[CH:13][CH:12]=[CH:20][N:19]=1)([O-:3])=[O:2], predict the reactants needed to synthesize it. The reactants are: [N+:1]([C:4]1[CH:18]=[CH:17][CH:16]=[CH:15][C:5]=1[NH:6][CH2:7][CH2:8][C:9]1C=N[CH:12]=[CH:13][CH:14]=1)([O-:3])=[O:2].[N:19]1C=CC=C[C:20]=1CCN.ClC1C=CC=CC=1[N+]([O-])=O. (2) Given the product [CH3:35][NH:27][C@@H:24]1[CH2:25][CH2:26][N:22]([C:3]2[C:2]([C:40]3[CH:41]=[N:36][CH:37]=[N:38][CH:39]=3)=[CH:7][C:6]([C:8]([NH:9][C:10]3[CH:15]=[CH:14][C:13]([O:16][C:17]([F:20])([F:19])[F:18])=[CH:12][CH:11]=3)=[O:21])=[CH:5][N:4]=2)[CH2:23]1, predict the reactants needed to synthesize it. The reactants are: Br[C:2]1[C:3]([N:22]2[CH2:26][CH2:25][C@@H:24]([N:27]([CH3:35])C(=O)OC(C)(C)C)[CH2:23]2)=[N:4][CH:5]=[C:6]([C:8](=[O:21])[NH:9][C:10]2[CH:15]=[CH:14][C:13]([O:16][C:17]([F:20])([F:19])[F:18])=[CH:12][CH:11]=2)[CH:7]=1.[N:36]1[CH:41]=[C:40](B(O)O)[CH:39]=[N:38][CH:37]=1. (3) Given the product [F:1][C:2]1[CH:29]=[C:28]([N+:30]([O-:32])=[O:31])[CH:27]=[CH:26][C:3]=1[O:4][C:5]1[CH:10]=[CH:9][N:8]=[C:7]2[CH:11]=[C:12]([C:14]3[N:15]([CH3:25])[C:16]([CH2:19][N:20]([CH2:21][CH2:22][O:23][CH3:24])[C:38](=[O:39])[O:37][C:34]([CH3:36])([CH3:35])[CH3:33])=[CH:17][N:18]=3)[S:13][C:6]=12, predict the reactants needed to synthesize it. The reactants are: [F:1][C:2]1[CH:29]=[C:28]([N+:30]([O-:32])=[O:31])[CH:27]=[CH:26][C:3]=1[O:4][C:5]1[CH:10]=[CH:9][N:8]=[C:7]2[CH:11]=[C:12]([C:14]3[N:15]([CH3:25])[C:16]([CH2:19][NH:20][CH2:21][CH2:22][O:23][CH3:24])=[CH:17][N:18]=3)[S:13][C:6]=12.[CH3:33][C:34]([O:37][C:38](O[C:38]([O:37][C:34]([CH3:36])([CH3:35])[CH3:33])=[O:39])=[O:39])([CH3:36])[CH3:35]. (4) Given the product [N:22]1[CH:23]=[CH:24][CH:25]=[CH:26][C:21]=1[C:9]1[C:10]([C:11]2[C:20]3[C:15](=[CH:16][CH:17]=[CH:18][CH:19]=3)[N:14]=[CH:13][CH:12]=2)=[C:6]2[C:4](=[O:5])[O:3][CH2:1][CH2:2][N:7]2[N:8]=1, predict the reactants needed to synthesize it. The reactants are: [CH2:1]([O:3][C:4]([C:6]1[C:10]([C:11]2[C:20]3[C:15](=[CH:16][CH:17]=[CH:18][CH:19]=3)[N:14]=[CH:13][CH:12]=2)=[C:9]([C:21]2[CH:26]=[CH:25][CH:24]=[CH:23][N:22]=2)[NH:8][N:7]=1)=[O:5])[CH3:2].BrCCO.C(=O)([O-])[O-].[Cs+].[Cs+].C(OCC)(=O)C. (5) Given the product [Cl:1][C:2]1[CH:3]=[CH:4][C:5]2[NH:11][C:10](=[S:37])[C@@H:9]([CH2:13][C:14]([O:16][CH2:17][CH3:18])=[O:15])[S:8][C@H:7]([C:19]3[CH:24]=[CH:23][CH:22]=[C:21]([Cl:25])[C:20]=3[Cl:26])[C:6]=2[CH:27]=1, predict the reactants needed to synthesize it. The reactants are: [Cl:1][C:2]1[CH:3]=[CH:4][C:5]2[NH:11][C:10](=O)[C@@H:9]([CH2:13][C:14]([O:16][CH2:17][CH3:18])=[O:15])[S:8][C@H:7]([C:19]3[CH:24]=[CH:23][CH:22]=[C:21]([Cl:25])[C:20]=3[Cl:26])[C:6]=2[CH:27]=1.COC1C=CC(P2(SP(C3C=CC(OC)=CC=3)(=S)S2)=[S:37])=CC=1. (6) The reactants are: [BH-](OC(C)=O)(OC(C)=O)OC(C)=O.[Na+].[Cl:15][C:16]1[C:17]([CH:42]=O)=[C:18]([C:26]2[CH:27]=[CH:28][C:29]([C:32]([NH:34][CH2:35][CH2:36][C:37]([O:39][CH2:40][CH3:41])=[O:38])=[O:33])=[N:30][CH:31]=2)[CH:19]=[C:20]([C:22]([F:25])([F:24])[F:23])[CH:21]=1.[Cl:44][C:45]1[CH:50]=[CH:49][C:48]([C:51]2[CH:56]=[CH:55][C:54]([NH2:57])=[CH:53][C:52]=2[CH3:58])=[CH:47][CH:46]=1.CC(O)=O. Given the product [Cl:15][C:16]1[C:17]([CH2:42][NH:57][C:54]2[CH:55]=[CH:56][C:51]([C:48]3[CH:49]=[CH:50][C:45]([Cl:44])=[CH:46][CH:47]=3)=[C:52]([CH3:58])[CH:53]=2)=[C:18]([C:26]2[CH:27]=[CH:28][C:29]([C:32]([NH:34][CH2:35][CH2:36][C:37]([O:39][CH2:40][CH3:41])=[O:38])=[O:33])=[N:30][CH:31]=2)[CH:19]=[C:20]([C:22]([F:23])([F:24])[F:25])[CH:21]=1, predict the reactants needed to synthesize it.